This data is from Full USPTO retrosynthesis dataset with 1.9M reactions from patents (1976-2016). The task is: Predict the reactants needed to synthesize the given product. Given the product [Cl:1][C:2]1[CH:3]=[C:4]([C:9]2([CH2:15][NH:18][CH3:17])[CH2:14][CH2:13][CH2:12][CH2:11][CH2:10]2)[CH:5]=[CH:6][C:7]=1[F:8], predict the reactants needed to synthesize it. The reactants are: [Cl:1][C:2]1[CH:3]=[C:4]([C:9]2([CH:15]=O)[CH2:14][CH2:13][CH2:12][CH2:11][CH2:10]2)[CH:5]=[CH:6][C:7]=1[F:8].[CH3:17][NH2:18].